From a dataset of Reaction yield outcomes from USPTO patents with 853,638 reactions. Predict the reaction yield, written as a fraction of the theoretical maximum amount of product (1.0 means a 100% yield; for example, 0.34 means a 34% yield). (1) The reactants are [CH3:1][N:2]([CH3:43])[C:3]1[N:11]=[CH:10][N:9]=[C:8]2[C:4]=1[N:5]=[CH:6][N:7]2[C@@H:12]1[O:16][C@H:15]([CH2:17][OH:18])[C@@H:14]([NH:19][C:20](=[O:41])[C@@H:21]([NH:33]C(=O)OC(C)(C)C)[CH2:22][C:23]2[CH:28]=[CH:27][C:26]([O:29][CH2:30][C:31]#[CH:32])=[CH:25][CH:24]=2)[C@H:13]1[OH:42]. The catalyst is C(O)(C(F)(F)F)=O.C(Cl)Cl. The product is [NH2:33][C@@H:21]([CH2:22][C:23]1[CH:28]=[CH:27][C:26]([O:29][CH2:30][C:31]#[CH:32])=[CH:25][CH:24]=1)[C:20]([NH:19][C@H:14]1[C@@H:13]([OH:42])[C@H:12]([N:7]2[CH:6]=[N:5][C:4]3[C:8]2=[N:9][CH:10]=[N:11][C:3]=3[N:2]([CH3:43])[CH3:1])[O:16][C@@H:15]1[CH2:17][OH:18])=[O:41]. The yield is 0.280. (2) The reactants are Br[C:2]1[CH:3]=[C:4]([O:8][CH3:9])[CH:5]=[N:6][CH:7]=1.[CH3:10][CH:11]([OH:15])[CH2:12][CH:13]=[CH2:14].C(N(CC)CC)C.C(#N)C. The catalyst is O.C([O-])(=O)C.[Pd+2].C([O-])(=O)C.C1(C)C=CC=CC=1P(C1C=CC=CC=1C)C1C=CC=CC=1C. The product is [CH3:9][O:8][C:4]1[CH:3]=[C:2](/[CH:14]=[CH:13]/[CH2:12][CH:11]([OH:15])[CH3:10])[CH:7]=[N:6][CH:5]=1. The yield is 0.703. (3) The reactants are [N+](C1C=CC(O[C:11](=[O:36])[NH:12][CH:13]([CH3:35])[C:14]#[C:15][C:16]2[S:20][C:19]([O:21][C:22]3[CH:27]=[CH:26][C:25]([O:28][C:29]4[CH:34]=[CH:33][CH:32]=[CH:31][CH:30]=4)=[CH:24][CH:23]=3)=[N:18][CH:17]=2)=CC=1)([O-])=O.Cl.[NH2:38][CH2:39][C:40]([NH2:42])=[O:41]. The catalyst is C(N(CC)CC)C. The product is [CH3:35][CH:13]([NH:12][C:11]([NH:38][CH2:39][C:40]([NH2:42])=[O:41])=[O:36])[C:14]#[C:15][C:16]1[S:20][C:19]([O:21][C:22]2[CH:23]=[CH:24][C:25]([O:28][C:29]3[CH:34]=[CH:33][CH:32]=[CH:31][CH:30]=3)=[CH:26][CH:27]=2)=[N:18][CH:17]=1. The yield is 0.640.